Dataset: Reaction yield outcomes from USPTO patents with 853,638 reactions. Task: Predict the reaction yield, written as a fraction of the theoretical maximum amount of product (1.0 means a 100% yield; for example, 0.34 means a 34% yield). The reactants are [OH:1][C:2]1[CH:15]=[CH:14][C:5]2[C@H:6]([CH2:9][C:10]([O:12][CH3:13])=[O:11])[CH2:7][O:8][C:4]=2[CH:3]=1.[CH3:16][C:17]1[C:22]([CH3:23])=[C:21]([O:24][CH2:25][CH2:26][CH2:27][S:28]([CH3:31])(=[O:30])=[O:29])[C:20]([CH3:32])=[C:19]([CH3:33])[C:18]=1[C:34]1[CH:39]=[CH:38][CH:37]=[C:36]([CH2:40]O)[CH:35]=1.C(P(CCCC)CCCC)CCC.N(C(N1CCCCC1)=O)=NC(N1CCCCC1)=O. The catalyst is C1(C)C=CC=CC=1.CCCCCC. The product is [CH3:33][C:19]1[C:20]([CH3:32])=[C:21]([O:24][CH2:25][CH2:26][CH2:27][S:28]([CH3:31])(=[O:30])=[O:29])[C:22]([CH3:23])=[C:17]([CH3:16])[C:18]=1[C:34]1[CH:39]=[CH:38][CH:37]=[C:36]([CH2:40][O:1][C:2]2[CH:15]=[CH:14][C:5]3[C@H:6]([CH2:9][C:10]([O:12][CH3:13])=[O:11])[CH2:7][O:8][C:4]=3[CH:3]=2)[CH:35]=1. The yield is 0.820.